This data is from Forward reaction prediction with 1.9M reactions from USPTO patents (1976-2016). The task is: Predict the product of the given reaction. Given the reactants [F:1][C:2]1[CH:3]=[C:4]([C:8]2[N:9]=[C:10]([NH2:21])[C:11]([NH2:20])=[N:12][C:13]=2[C:14]2[CH:19]=[CH:18][N:17]=[CH:16][CH:15]=2)[CH:5]=[CH:6][CH:7]=1.[CH:22](OCC)(OCC)OCC, predict the reaction product. The product is: [F:1][C:2]1[CH:3]=[C:4]([C:8]2[N:9]=[C:10]3[NH:21][CH:22]=[N:20][C:11]3=[N:12][C:13]=2[C:14]2[CH:19]=[CH:18][N:17]=[CH:16][CH:15]=2)[CH:5]=[CH:6][CH:7]=1.